This data is from Full USPTO retrosynthesis dataset with 1.9M reactions from patents (1976-2016). The task is: Predict the reactants needed to synthesize the given product. (1) Given the product [C:12]([NH:16][C:7](=[O:9])[C:6]1[CH:5]=[CH:4][C:3]([C:1]#[N:2])=[CH:11][CH:10]=1)([CH3:15])([CH3:14])[CH3:13], predict the reactants needed to synthesize it. The reactants are: [C:1]([C:3]1[CH:11]=[CH:10][C:6]([C:7]([OH:9])=O)=[CH:5][CH:4]=1)#[N:2].[C:12]([NH2:16])([CH3:15])([CH3:14])[CH3:13].C(N(CC)CC)C.CN(C(ON1N=NC2C=CC=NC1=2)=[N+](C)C)C.F[P-](F)(F)(F)(F)F. (2) Given the product [C:15]([O:14][C:12]([N:19]1[CH:8]=[C:7]([CH2:6][CH2:5][CH2:4][C:3]([O:2][CH3:1])=[O:11])[N:21]=[C:20]1[NH2:22])=[O:13])([CH3:18])([CH3:16])[CH3:17], predict the reactants needed to synthesize it. The reactants are: [CH3:1][O:2][C:3](=[O:11])[CH2:4][CH2:5][CH2:6][C:7](=O)[CH2:8]Br.[C:12]([NH:19][C:20]([NH2:22])=[NH:21])([O:14][C:15]([CH3:18])([CH3:17])[CH3:16])=[O:13].N[C@H](C(O)=O)CC1C=C2C(C=CC=C2)=CC=1.